Predict which catalyst facilitates the given reaction. From a dataset of Catalyst prediction with 721,799 reactions and 888 catalyst types from USPTO. (1) Reactant: [CH3:1][N:2]1[CH:6]=[C:5]([C:7]2[N:12]=[CH:11][C:10]([CH2:13][C:14]3[C:15]([CH3:25])=[CH:16][C:17]([OH:24])=[C:18]([CH:23]=3)[C:19]([O:21][CH3:22])=[O:20])=[CH:9][CH:8]=2)[C:4]([CH3:26])=[N:3]1.[H-].[Na+].C1C=CC(N([S:36]([C:39]([F:42])([F:41])[F:40])(=[O:38])=[O:37])[S:36]([C:39]([F:42])([F:41])[F:40])(=[O:38])=[O:37])=CC=1.Cl. Product: [CH3:1][N:2]1[CH:6]=[C:5]([C:7]2[N:12]=[CH:11][C:10]([CH2:13][C:14]3[C:15]([CH3:25])=[CH:16][C:17]([O:24][S:36]([C:39]([F:42])([F:41])[F:40])(=[O:38])=[O:37])=[C:18]([CH:23]=3)[C:19]([O:21][CH3:22])=[O:20])=[CH:9][CH:8]=2)[C:4]([CH3:26])=[N:3]1. The catalyst class is: 3. (2) Reactant: [CH3:1][O:2][C:3]1[C:10]([O:11][CH3:12])=[C:9]([O:13][CH3:14])[CH:8]=[CH:7][C:4]=1C=O.ClC1C=CC=C(C(OO)=[O:23])C=1. Product: [CH3:1][O:2][C:3]1[C:10]([O:11][CH3:12])=[C:9]([O:13][CH3:14])[CH:8]=[CH:7][C:4]=1[OH:23]. The catalyst class is: 2. (3) Reactant: OS(O)(=O)=O.[C:6]([O:10][C:11]([N:13]1[CH2:18][CH2:17][C:16]([C:26]#[N:27])([C:19]2[CH:24]=[CH:23][C:22]([I:25])=[CH:21][CH:20]=2)[CH2:15][CH2:14]1)=[O:12])([CH3:9])([CH3:8])[CH3:7]. Product: [C:6]([O:10][C:11]([N:13]1[CH2:14][CH2:15][C:16]([CH2:26][NH2:27])([C:19]2[CH:24]=[CH:23][C:22]([I:25])=[CH:21][CH:20]=2)[CH2:17][CH2:18]1)=[O:12])([CH3:9])([CH3:8])[CH3:7]. The catalyst class is: 1. (4) Reactant: Cl[C:2]([O:4][CH2:5][CH3:6])=[O:3].[Cl:7][C:8]1[CH:16]=[CH:15][C:11]([C:12]([OH:14])=O)=[CH:10][C:9]=1[OH:17].C[N:19]1CCOCC1.[C:25]1([C:31]2[CH:35]=[C:34]([CH2:36][N:37]3[CH2:42][CH2:41][CH:40]([CH2:43][NH2:44])[CH2:39][CH2:38]3)[O:33][N:32]=2)[CH:30]=[CH:29][CH:28]=[CH:27][CH:26]=1. Product: [NH3:19].[C:2](=[O:3])([O:4][CH2:5][CH3:6])[O:17][C:9]1[CH:10]=[C:11]([C:12]([NH:44][CH2:43][CH:40]2[CH2:39][CH2:38][N:37]([CH2:36][C:34]3[O:33][N:32]=[C:31]([C:25]4[CH:30]=[CH:29][CH:28]=[CH:27][CH:26]=4)[CH:35]=3)[CH2:42][CH2:41]2)=[O:14])[CH:15]=[CH:16][C:8]=1[Cl:7]. The catalyst class is: 96. (5) Reactant: Br[C:2]1[CH:3]=[CH:4][C:5]2[O:9][CH2:8][C:7]([CH3:11])([CH3:10])[C:6]=2[CH:12]=1.[Li]CCCC.[CH:18](=[O:22])[CH:19]([CH3:21])[CH3:20].[Cl-].[NH4+]. Product: [CH3:10][C:7]1([CH3:11])[C:6]2[CH:12]=[C:2]([CH:18]([OH:22])[CH:19]([CH3:21])[CH3:20])[CH:3]=[CH:4][C:5]=2[O:9][CH2:8]1. The catalyst class is: 1. (6) Reactant: [Cl:1][C:2]1[CH:3]=[C:4]([NH:16][C:17]2[C:26]3[C:21](=[CH:22][CH:23]=[C:24]([NH:27][C:28](=[O:35])[C@@H:29]([NH2:34])[CH2:30][CH:31]([CH3:33])[CH3:32])[CH:25]=3)[N:20]=[CH:19][N:18]=2)[CH:5]=[CH:6][C:7]=1[O:8][CH2:9][C:10]1[CH:15]=[CH:14][CH:13]=[CH:12][N:11]=1.[C:36](O)(=[O:39])[CH:37]=[CH2:38].Cl.CN(C)CCCN=C=NCC.C(=O)(O)[O-].[Na+]. Product: [Cl:1][C:2]1[CH:3]=[C:4]([NH:16][C:17]2[C:26]3[C:21](=[CH:22][CH:23]=[C:24]([NH:27][C:28](=[O:35])[C@@H:29]([NH:34][C:36](=[O:39])[CH:37]=[CH2:38])[CH2:30][CH:31]([CH3:32])[CH3:33])[CH:25]=3)[N:20]=[CH:19][N:18]=2)[CH:5]=[CH:6][C:7]=1[O:8][CH2:9][C:10]1[CH:15]=[CH:14][CH:13]=[CH:12][N:11]=1. The catalyst class is: 859. (7) Reactant: C(OC([N:8]1[C:16]2[C:11](=[C:12]([CH3:17])[CH:13]=[CH:14][CH:15]=2)[CH:10]=[C:9]1[C:18]1[CH:23]=[CH:22][C:21]([Cl:24])=[C:20]([S:25](=[O:34])(=[O:33])[NH:26][CH:27]2[CH2:32][CH2:31][CH2:30][CH2:29][CH2:28]2)[CH:19]=1)=O)(C)(C)C. Product: [Cl:24][C:21]1[CH:22]=[CH:23][C:18]([C:9]2[NH:8][C:16]3[C:11]([CH:10]=2)=[C:12]([CH3:17])[CH:13]=[CH:14][CH:15]=3)=[CH:19][C:20]=1[S:25]([NH:26][CH:27]1[CH2:28][CH2:29][CH2:30][CH2:31][CH2:32]1)(=[O:34])=[O:33]. The catalyst class is: 4.